This data is from Full USPTO retrosynthesis dataset with 1.9M reactions from patents (1976-2016). The task is: Predict the reactants needed to synthesize the given product. (1) Given the product [ClH:17].[Br:1][C:2]1[CH:3]=[C:4]([CH:7]=[C:8]([O:12][CH3:13])[C:9]=1[O:10][CH3:11])[CH2:5][C:23]1[C:32]2[C:27](=[C:28]([OH:36])[C:29]([O:33][CH2:34][CH3:35])=[CH:30][CH:31]=2)[CH:26]=[N:25][CH:24]=1, predict the reactants needed to synthesize it. The reactants are: [Br:1][C:2]1[CH:3]=[C:4]([CH:7]=[C:8]([O:12][CH3:13])[C:9]=1[O:10][CH3:11])[CH:5]=O.CCO.[ClH:17].CO.C(O[CH:23](OCC)[CH2:24][NH:25][CH2:26][C:27]1[CH:32]=[CH:31][CH:30]=[C:29]([O:33][CH2:34][CH3:35])[C:28]=1[OH:36])C. (2) Given the product [CH3:20][C@:3]12[CH2:4][C@H:5]([C:6]1([CH3:7])[CH3:8])[CH2:9][C@@H:10]([NH:11][CH2:13][CH2:12][CH2:18][S:15]([OH:14])(=[O:17])=[O:16])[C@@H:2]2[CH3:1], predict the reactants needed to synthesize it. The reactants are: [CH3:1][CH:2]1[CH:10]([NH2:11])[CH2:9][CH:5]2[C:6]([CH3:8])([CH3:7])[CH:3]1[CH2:4]2.[CH2:12]1[CH2:18][S:15](=[O:17])(=[O:16])[O:14][CH2:13]1.O1CCC[CH2:20]1. (3) Given the product [C:1]([O:5][C:6](=[O:34])[C:7]([S:10][C:11]1[S:12][CH:13]=[C:14]([CH2:16][CH2:17][O:18][C:19]2[CH:20]=[CH:21][C:22]([N:25]([C:26](=[O:33])[C:27]3[CH:28]=[CH:29][CH:30]=[CH:31][CH:32]=3)[CH3:37])=[CH:23][CH:24]=2)[N:15]=1)([CH3:9])[CH3:8])([CH3:2])([CH3:3])[CH3:4], predict the reactants needed to synthesize it. The reactants are: [C:1]([O:5][C:6](=[O:34])[C:7]([S:10][C:11]1[S:12][CH:13]=[C:14]([CH2:16][CH2:17][O:18][C:19]2[CH:24]=[CH:23][C:22]([NH:25][C:26](=[O:33])[C:27]3[CH:32]=[CH:31][CH:30]=[CH:29][CH:28]=3)=[CH:21][CH:20]=2)[N:15]=1)([CH3:9])[CH3:8])([CH3:4])([CH3:3])[CH3:2].CI.[CH3:37]C(C)([O-])C.[K+].O. (4) Given the product [O:20]=[C:11]1[C:10]([C:7]2[CH:8]=[CH:9][C:4]([O:3][C:2]([F:1])([F:21])[F:22])=[CH:5][CH:6]=2)=[N:14][C:13]2([CH2:19][CH2:18][CH2:17][CH2:16][CH2:15]2)[N:12]1[CH2:24][C:25]([O:27][CH2:28][CH3:29])=[O:26], predict the reactants needed to synthesize it. The reactants are: [F:1][C:2]([F:22])([F:21])[O:3][C:4]1[CH:9]=[CH:8][C:7]([C:10]2[C:11](=[O:20])[NH:12][C:13]3([CH2:19][CH2:18][CH2:17][CH2:16][CH2:15]3)[N:14]=2)=[CH:6][CH:5]=1.Br[CH2:24][C:25]([O:27][CH2:28][CH3:29])=[O:26].C(=O)([O-])[O-].[K+].[K+].O. (5) Given the product [CH3:12][C:13]1[CH:18]=[C:17]([S:8]([C:5]2[CH:6]=[CH:7][C:2]([CH3:1])=[CH:3][CH:4]=2)(=[O:10])=[O:9])[C:16]([CH3:19])=[CH:15][C:14]=1[CH3:20], predict the reactants needed to synthesize it. The reactants are: [CH3:1][C:2]1[CH:7]=[CH:6][C:5]([S:8](Cl)(=[O:10])=[O:9])=[CH:4][CH:3]=1.[CH3:12][C:13]1[CH:18]=[CH:17][C:16]([CH3:19])=[CH:15][C:14]=1[CH3:20].[Al+3].[Cl-].[Cl-].[Cl-].Cl. (6) Given the product [NH2:1][C:2]1[N:7]=[CH:6][N:5]=[C:4]2[N:8]([CH:12]([C:14]3[C:15]([O:34][CH3:35])=[C:16]([CH:23]4[CH2:26][N:25]([C:27]([NH2:29])=[O:28])[CH2:24]4)[C:17]([C:21]#[N:22])=[C:18]([Cl:20])[CH:19]=3)[CH3:13])[N:9]=[C:10]([CH3:11])[C:3]=12, predict the reactants needed to synthesize it. The reactants are: [NH2:1][C:2]1[N:7]=[CH:6][N:5]=[C:4]2[N:8]([CH:12]([C:14]3[C:15]([O:34][CH3:35])=[C:16]([CH:23]4[CH2:26][N:25]([C:27]([NH:29]C(C)(C)C)=[O:28])[CH2:24]4)[C:17]([C:21]#[N:22])=[C:18]([Cl:20])[CH:19]=3)[CH3:13])[N:9]=[C:10]([CH3:11])[C:3]=12. (7) The reactants are: [F:1][C:2]1[CH:3]=[C:4]([CH:7]=[C:8]([F:19])[C:9]=1[O:10][C:11]1[N:15]([CH3:16])[N:14]=[C:13]([CH3:17])[C:12]=1I)[C:5]#[N:6].[Cl:20][C:21]1[CH:26]=[C:25]([F:27])[CH:24]=[CH:23][C:22]=1B(O)O.C(=O)([O-])[O-].[K+].[K+].O. Given the product [Cl:20][C:21]1[CH:26]=[C:25]([F:27])[CH:24]=[CH:23][C:22]=1[C:12]1[C:13]([CH3:17])=[N:14][N:15]([CH3:16])[C:11]=1[O:10][C:9]1[C:2]([F:1])=[CH:3][C:4]([C:5]#[N:6])=[CH:7][C:8]=1[F:19], predict the reactants needed to synthesize it. (8) Given the product [Br:15][C:16]1[CH:17]=[CH:18][C:19]([O:29][CH2:30][O:31][CH3:32])=[C:20]([C:22](=[N:7][S@:5]([C:2]([CH3:4])([CH3:3])[CH3:1])=[O:6])[C:23]([O:25][CH2:26][CH3:27])=[O:24])[CH:21]=1, predict the reactants needed to synthesize it. The reactants are: [CH3:1][C:2]([S@@:5]([NH2:7])=[O:6])([CH3:4])[CH3:3].[I-].C([Zn+])C(C)(C)C.[Br:15][C:16]1[CH:17]=[CH:18][C:19]([O:29][CH2:30][O:31][CH3:32])=[C:20]([C:22](=O)[C:23]([O:25][CH2:26][CH3:27])=[O:24])[CH:21]=1.